Dataset: Catalyst prediction with 721,799 reactions and 888 catalyst types from USPTO. Task: Predict which catalyst facilitates the given reaction. (1) Reactant: [CH2:1]([O:3][C:4]([C:6]1[C:15](=[O:16])[C:14]2[C:9](=[C:10]([C:19]#[C:20][CH2:21][C@@H:22]3[CH2:26][CH2:25][CH2:24][N:23]3[C:27]([O:29][C:30]([CH3:33])([CH3:32])[CH3:31])=[O:28])[C:11]([F:18])=[C:12]([F:17])[CH:13]=2)[N:8]([CH:34]2[CH2:36][CH2:35]2)[CH:7]=1)=[O:5])[CH3:2]. Product: [CH2:1]([O:3][C:4]([C:6]1[C:15](=[O:16])[C:14]2[C:9](=[C:10]([CH2:19][CH2:20][CH2:21][C@@H:22]3[CH2:26][CH2:25][CH2:24][N:23]3[C:27]([O:29][C:30]([CH3:31])([CH3:32])[CH3:33])=[O:28])[C:11]([F:18])=[C:12]([F:17])[CH:13]=2)[N:8]([CH:34]2[CH2:35][CH2:36]2)[CH:7]=1)=[O:5])[CH3:2]. The catalyst class is: 29. (2) Reactant: Cl.[Br:2][C:3]1[CH:15]=[CH:14][C:6]([O:7][CH:8]2[CH2:13][CH2:12][NH:11][CH2:10][CH2:9]2)=[CH:5][CH:4]=1.[CH3:16][C:17]1([CH3:20])[CH2:19][O:18]1. Product: [Br:2][C:3]1[CH:15]=[CH:14][C:6]([O:7][CH:8]2[CH2:9][CH2:10][N:11]([CH2:16][C:17]([CH3:20])([OH:18])[CH3:19])[CH2:12][CH2:13]2)=[CH:5][CH:4]=1. The catalyst class is: 14. (3) Reactant: [N:1]1([C:7]([O:9][C:10]([CH3:13])([CH3:12])[CH3:11])=[O:8])[CH2:6][CH2:5][NH:4][CH2:3][CH2:2]1.C([O-])([O-])=O.[K+].[K+].F[C:21]1[CH:26]=[CH:25][C:24]([N+:27]([O-:29])=[O:28])=[CH:23][C:22]=1[F:30].O. Product: [F:30][C:22]1[CH:23]=[C:24]([N+:27]([O-:29])=[O:28])[CH:25]=[CH:26][C:21]=1[N:4]1[CH2:5][CH2:6][N:1]([C:7]([O:9][C:10]([CH3:13])([CH3:12])[CH3:11])=[O:8])[CH2:2][CH2:3]1. The catalyst class is: 3. (4) Reactant: [F:1][C:2]1[CH:3]=[CH:4][C:5]2[N:9]=[N:8][N:7]([OH:10])[C:6]=2[CH:11]=1.[H-].[Na+].[Cl:14][CH2:15][CH2:16][CH2:17]Br.O. Product: [F:1][C:2]1[CH:3]=[CH:4][C:5]2[N:9]=[N:8][N:7]([O:10][CH2:17][CH2:16][CH2:15][Cl:14])[C:6]=2[CH:11]=1. The catalyst class is: 37. (5) Reactant: [Br:1][C:2]1[CH:3]=[N:4][C:5]([NH2:8])=[N:6][CH:7]=1.[Cl:9][CH2:10][C:11](=O)[CH2:12]Cl. The catalyst class is: 39. Product: [Br:1][C:2]1[CH:3]=[N:4][C:5]2[N:6]([CH:12]=[C:11]([CH2:10][Cl:9])[N:8]=2)[CH:7]=1. (6) Reactant: [C:1]([O:5][C:6](=[O:32])[N:7]([C:17]1[CH:22]=[C:21]([CH2:23][C@H:24]2[C:27](=[O:28])[NH:26][C@@H:25]2[C:29](=O)[NH2:30])[CH:20]=[CH:19][N:18]=1)[CH2:8][C:9]1[CH:14]=[CH:13][C:12]([O:15][CH3:16])=[CH:11][CH:10]=1)([CH3:4])([CH3:3])[CH3:2].N1C=CC=CC=1.FC(F)(F)C(OC(=O)C(F)(F)F)=O. Product: [C:1]([O:5][C:6](=[O:32])[N:7]([C:17]1[CH:22]=[C:21]([CH2:23][C@H:24]2[C:27](=[O:28])[NH:26][C@@H:25]2[C:29]#[N:30])[CH:20]=[CH:19][N:18]=1)[CH2:8][C:9]1[CH:14]=[CH:13][C:12]([O:15][CH3:16])=[CH:11][CH:10]=1)([CH3:4])([CH3:2])[CH3:3]. The catalyst class is: 20.